From a dataset of NCI-60 drug combinations with 297,098 pairs across 59 cell lines. Regression. Given two drug SMILES strings and cell line genomic features, predict the synergy score measuring deviation from expected non-interaction effect. (1) Drug 1: CNC(=O)C1=NC=CC(=C1)OC2=CC=C(C=C2)NC(=O)NC3=CC(=C(C=C3)Cl)C(F)(F)F. Drug 2: CC1C(C(CC(O1)OC2CC(CC3=C2C(=C4C(=C3O)C(=O)C5=CC=CC=C5C4=O)O)(C(=O)C)O)N)O. Cell line: OVCAR-5. Synergy scores: CSS=53.1, Synergy_ZIP=-4.88, Synergy_Bliss=-0.572, Synergy_Loewe=-10.1, Synergy_HSA=0.215. (2) Drug 1: CCC1=C2CN3C(=CC4=C(C3=O)COC(=O)C4(CC)O)C2=NC5=C1C=C(C=C5)O. Drug 2: CC(C)NC(=O)C1=CC=C(C=C1)CNNC.Cl. Cell line: NCI-H322M. Synergy scores: CSS=-3.09, Synergy_ZIP=1.61, Synergy_Bliss=0.155, Synergy_Loewe=-2.09, Synergy_HSA=-3.06. (3) Drug 1: C1CN1C2=NC(=NC(=N2)N3CC3)N4CC4. Drug 2: COCCOC1=C(C=C2C(=C1)C(=NC=N2)NC3=CC=CC(=C3)C#C)OCCOC.Cl. Cell line: NCI-H322M. Synergy scores: CSS=27.1, Synergy_ZIP=-2.11, Synergy_Bliss=0.450, Synergy_Loewe=-15.4, Synergy_HSA=-0.127. (4) Synergy scores: CSS=36.0, Synergy_ZIP=-3.97, Synergy_Bliss=-4.07, Synergy_Loewe=-11.8, Synergy_HSA=-1.76. Drug 1: CCC1=CC2CC(C3=C(CN(C2)C1)C4=CC=CC=C4N3)(C5=C(C=C6C(=C5)C78CCN9C7C(C=CC9)(C(C(C8N6C)(C(=O)OC)O)OC(=O)C)CC)OC)C(=O)OC.C(C(C(=O)O)O)(C(=O)O)O. Cell line: SNB-75. Drug 2: C1CN(CCN1C(=O)CCBr)C(=O)CCBr. (5) Drug 1: C1CNP(=O)(OC1)N(CCCl)CCCl. Drug 2: C1CCC(C(C1)N)N.C(=O)(C(=O)[O-])[O-].[Pt+4]. Cell line: K-562. Synergy scores: CSS=30.5, Synergy_ZIP=8.17, Synergy_Bliss=3.13, Synergy_Loewe=-24.7, Synergy_HSA=0.580.